Dataset: Full USPTO retrosynthesis dataset with 1.9M reactions from patents (1976-2016). Task: Predict the reactants needed to synthesize the given product. (1) Given the product [C:23]([C:27]1[N:28]=[C:29]([N:36]2[CH2:37][C:38]3([CH2:39][O:40][CH2:41]3)[CH2:42]2)[C:30]2[N:35]=[N:34][N:33]([CH2:44][C:45]3[C:49]([CH3:50])=[N:48][O:47][N:46]=3)[C:31]=2[N:32]=1)([CH3:26])([CH3:24])[CH3:25], predict the reactants needed to synthesize it. The reactants are: C(C1N=C(N2CCC(F)(F)C2)C2N=NN(CC)C=2N=1)(C)(C)C.[C:23]([C:27]1[N:28]=[C:29]([N:36]2[CH2:42][C:38]3([CH2:41][O:40][CH2:39]3)[CH2:37]2)[C:30]2[N:35]=[N:34][NH:33][C:31]=2[N:32]=1)([CH3:26])([CH3:25])[CH3:24].Br[CH2:44][C:45]1[C:49]([CH3:50])=[N:48][O:47][N:46]=1. (2) Given the product [C:15]([NH:19][S:8]([C:5]1[CH:6]=[CH:7][C:2]([CH3:1])=[C:3]([N+:12]([O-:14])=[O:13])[CH:4]=1)(=[O:10])=[O:9])([CH3:18])([CH3:17])[CH3:16], predict the reactants needed to synthesize it. The reactants are: [CH3:1][C:2]1[CH:7]=[CH:6][C:5]([S:8](Cl)(=[O:10])=[O:9])=[CH:4][C:3]=1[N+:12]([O-:14])=[O:13].[C:15]([NH2:19])([CH3:18])([CH3:17])[CH3:16].Cl. (3) Given the product [Br:15][C:16]1[CH:17]=[CH:18][C:19]([O:24][CH3:25])=[C:20]([C:21]2[NH:1][N:2]=[C:3]([C:5]3[C:10]([C:11]([F:12])([F:13])[F:14])=[CH:9][CH:8]=[CH:7][N:6]=3)[N:4]=2)[CH:23]=1, predict the reactants needed to synthesize it. The reactants are: [NH2:1][NH:2][C:3]([C:5]1[C:10]([C:11]([F:14])([F:13])[F:12])=[CH:9][CH:8]=[CH:7][N:6]=1)=[NH:4].[Br:15][C:16]1[CH:17]=[CH:18][C:19]([O:24][CH3:25])=[C:20]([CH:23]=1)[CH:21]=O. (4) Given the product [Br:1][C:2]1[CH:3]=[C:4]([CH2:10][OH:11])[CH:5]=[N:6][C:7]=1[O:8][CH3:9], predict the reactants needed to synthesize it. The reactants are: [Br:1][C:2]1[CH:3]=[C:4]([CH:10]=[O:11])[CH:5]=[N:6][C:7]=1[O:8][CH3:9].C(OC(=O)C1C=C(Br)C(OC)=NC=1)C.C([BH-](CC)CC)C.[Li+]. (5) Given the product [Br:1][C:2]1[C:10]2[C:5](=[CH:6][C:7]([C:11]3[CH:16]=[CH:15][C:14]([O:17][CH3:18])=[CH:13][CH:12]=3)=[CH:8][CH:9]=2)[N:4]([C:19]2[N:20]=[CH:21][N:22]=[C:23]([NH:28][CH3:27])[CH:24]=2)[CH:3]=1, predict the reactants needed to synthesize it. The reactants are: [Br:1][C:2]1[C:10]2[C:5](=[CH:6][C:7]([C:11]3[CH:16]=[CH:15][C:14]([O:17][CH3:18])=[CH:13][CH:12]=3)=[CH:8][CH:9]=2)[N:4]([C:19]2[CH:24]=[C:23](Cl)[N:22]=[CH:21][N:20]=2)[CH:3]=1.Cl.[CH3:27][NH2:28]. (6) Given the product [F:14][C:11]1[CH:10]=[CH:9][C:8]([O:7][C:4]2[CH:3]=[CH:2][CH:1]=[CH:6][CH:5]=2)=[CH:13][C:12]=1[C:32]([OH:34])=[O:33], predict the reactants needed to synthesize it. The reactants are: [CH:1]1[CH:6]=[CH:5][C:4]([O:7][C:8]2[CH:13]=[CH:12][C:11]([F:14])=[CH:10][CH:9]=2)=[CH:3][CH:2]=1.CN(C)CCN(C)CCN(C)C.C([Li])CCC.[C:32](=[O:34])=[O:33].Cl.